Dataset: Forward reaction prediction with 1.9M reactions from USPTO patents (1976-2016). Task: Predict the product of the given reaction. (1) Given the reactants [N+:1]([C:4]1[CH:9]=[CH:8][C:7]([CH2:10][CH2:11][O:12][C:13]([CH:15]2[CH2:23][C:22]3[C:17](=[CH:18][CH:19]=[C:20]4[N:26](C(OC(C)(C)C)=O)[CH:25]=[CH:24][C:21]4=3)[NH:16]2)=[O:14])=[CH:6][CH:5]=1)([O-:3])=[O:2].FC(F)(F)C(O)=O, predict the reaction product. The product is: [CH:24]1[C:21]2=[C:22]3[C:17](=[CH:18][CH:19]=[C:20]2[NH:26][CH:25]=1)[NH:16][CH:15]([C:13]([O:12][CH2:11][CH2:10][C:7]1[CH:8]=[CH:9][C:4]([N+:1]([O-:3])=[O:2])=[CH:5][CH:6]=1)=[O:14])[CH2:23]3. (2) Given the reactants C([O-])([O-])=O.[Na+].[Na+].C(O)C.Cl[C:11]1[N:16]=[CH:15][C:14]([CH2:17][CH3:18])=[CH:13][N:12]=1.[OH:19][CH2:20]/[CH:21]=[CH:22]/[C:23]1[CH:28]=[CH:27][C:26](B(O)O)=[CH:25][CH:24]=1, predict the reaction product. The product is: [CH2:17]([C:14]1[CH:13]=[N:12][C:11]([C:26]2[CH:27]=[CH:28][C:23](/[CH:22]=[CH:21]/[CH2:20][OH:19])=[CH:24][CH:25]=2)=[N:16][CH:15]=1)[CH3:18]. (3) Given the reactants Cl[C:2]1[N:7]=[C:6]([NH:8][C@@H:9]2[CH2:14][CH2:13][CH2:12][CH2:11][C@@H:10]2[NH:15]C(=O)[O-])[CH:5]=[N:4][C:3]=1[C:19]#[N:20].[F:21][C:22]1[CH:23]=[N:24][CH:25]=[C:26]([NH2:28])[CH:27]=1.C(=O)([O-])[O-:30].[Cs+].[Cs+].C1C=CC(P(C2C(C3C(P(C4C=CC=CC=4)C4C=CC=CC=4)=CC=C4C=3C=CC=C4)=C3C(C=CC=C3)=CC=2)C2C=CC=CC=2)=CC=1.OS(O)(=O)=O, predict the reaction product. The product is: [NH2:15][C@H:10]1[CH2:11][CH2:12][CH2:13][CH2:14][C@H:9]1[NH:8][C:6]1[N:7]=[C:2]([NH:28][C:26]2[CH:25]=[N:24][CH:23]=[C:22]([F:21])[CH:27]=2)[C:3]([C:19]([NH2:20])=[O:30])=[N:4][CH:5]=1.